Dataset: Reaction yield outcomes from USPTO patents with 853,638 reactions. Task: Predict the reaction yield, written as a fraction of the theoretical maximum amount of product (1.0 means a 100% yield; for example, 0.34 means a 34% yield). (1) The reactants are [CH3:1][O:2][C:3]1[S:4][CH:5]=[CH:6][N:7]=1.[Li]CCCC.[CH2:13]([Sn:17]([CH2:23][CH2:24][CH2:25][CH3:26])([CH2:19][CH2:20][CH2:21][CH3:22])Cl)[CH2:14][CH2:15][CH3:16]. The catalyst is O1CCCC1. The product is [CH3:1][O:2][C:3]1[S:4][C:5]([Sn:17]([CH2:19][CH2:20][CH2:21][CH3:22])([CH2:23][CH2:24][CH2:25][CH3:26])[CH2:13][CH2:14][CH2:15][CH3:16])=[CH:6][N:7]=1. The yield is 0.220. (2) The reactants are [CH:1]([C:4]1[CH:9]=[CH:8][CH:7]=[CH:6][C:5]=1[NH:10][C:11]([NH:13]/[N:14]=[CH:15]/[C:16]1[CH:21]=[CH:20][C:19]([C:22]2[N:26]=[CH:25][N:24]([C:27]3[CH:32]=[CH:31][C:30]([O:33][C:34]([F:37])([F:36])[F:35])=[CH:29][CH:28]=3)[N:23]=2)=[CH:18][CH:17]=1)=[S:12])([CH3:3])[CH3:2].C(=O)([O-])[O-].[K+].[K+].Br[CH2:45][CH2:46]Cl. The catalyst is CC(=O)CC.C(Cl)Cl. The product is [CH:1]([C:4]1[CH:9]=[CH:8][CH:7]=[CH:6][C:5]=1[N:10]1[CH2:46][CH2:45][S:12]/[C:11]/1=[N:13]/[N:14]=[CH:15]\[C:16]1[CH:17]=[CH:18][C:19]([C:22]2[N:26]=[CH:25][N:24]([C:27]3[CH:28]=[CH:29][C:30]([O:33][C:34]([F:37])([F:35])[F:36])=[CH:31][CH:32]=3)[N:23]=2)=[CH:20][CH:21]=1)([CH3:3])[CH3:2]. The yield is 0.610. (3) The reactants are [I-].C[S+](C)(C)=O.[CH3:7]C([O-])(C)C.[K+].[CH2:13]([O:20][C:21]1[CH:26]=[CH:25][C:24](/[CH:27]=[CH:28]/[N+:29]([O-:31])=[O:30])=[CH:23][CH:22]=1)[C:14]1[CH:19]=[CH:18][CH:17]=[CH:16][CH:15]=1.O. The yield is 0.260. The catalyst is CS(C)=O. The product is [CH2:13]([O:20][C:21]1[CH:26]=[CH:25][C:24]([C@@H:27]2[CH2:7][C@H:28]2[N+:29]([O-:31])=[O:30])=[CH:23][CH:22]=1)[C:14]1[CH:15]=[CH:16][CH:17]=[CH:18][CH:19]=1. (4) The reactants are [CH3:1][S:2][C:3]1[N:8]=[C:7]([C:9]2[C:17]([C:18]3[CH:23]=[CH:22][N:21]=[C:20]([S:24][CH3:25])[N:19]=3)=[C:12]3[CH:13]=[CH:14][CH:15]=[CH:16][N:11]3[N:10]=2)[CH:6]=[CH:5][N:4]=1.C([N-]C(C)C)(C)C.[Li+].CCCCCCC.O1CCCC1.C(C1C=CC=CC=1)C.C(Cl)(Cl)(Cl)[Cl:55]. The catalyst is O1CCCC1. The product is [Cl:55][C:16]1[N:11]2[N:10]=[C:9]([C:7]3[CH:6]=[CH:5][N:4]=[C:3]([S:2][CH3:1])[N:8]=3)[C:17]([C:18]3[CH:23]=[CH:22][N:21]=[C:20]([S:24][CH3:25])[N:19]=3)=[C:12]2[CH:13]=[CH:14][CH:15]=1. The yield is 0.320. (5) The reactants are [Cl:1][C:2]1[C:3]([CH3:18])=[C:4]([NH:10][C@H:11]([C@@H:15]([OH:17])[CH3:16])[C:12]([OH:14])=O)[CH:5]=[CH:6][C:7]=1[C:8]#[N:9].[Cl:19][C:20]1[CH:21]=[C:22]([CH:27]=[CH:28][C:29]=1[OH:30])[C:23]([NH:25][NH2:26])=[O:24]. No catalyst specified. The product is [Cl:1][C:2]1[C:3]([CH3:18])=[C:4]([NH:10][C@H:11]([C@@H:15]([OH:17])[CH3:16])[C:12]([NH:26][NH:25][C:23](=[O:24])[C:22]2[CH:27]=[CH:28][C:29]([OH:30])=[C:20]([Cl:19])[CH:21]=2)=[O:14])[CH:5]=[CH:6][C:7]=1[C:8]#[N:9]. The yield is 0.820. (6) The reactants are [CH:1](O)=O.C=O.C([BH3-])#N.[Na+].[Cl:10][C:11]1[CH:12]=[C:13]([C:17]2[N:21]=[C:20]([CH:22]3[CH2:27][NH:26][CH2:25][CH2:24][N:23]3[C:28]3[N:32]([CH3:33])[C:31]([C:34]4[CH:39]=[CH:38][C:37]([O:40][CH:41]([F:43])[F:42])=[CH:36][CH:35]=4)=[N:30][N:29]=3)[O:19][N:18]=2)[CH:14]=[CH:15][CH:16]=1. The catalyst is CO.O. The product is [Cl:10][C:11]1[CH:12]=[C:13]([C:17]2[N:21]=[C:20]([CH:22]3[CH2:27][N:26]([CH3:1])[CH2:25][CH2:24][N:23]3[C:28]3[N:32]([CH3:33])[C:31]([C:34]4[CH:39]=[CH:38][C:37]([O:40][CH:41]([F:43])[F:42])=[CH:36][CH:35]=4)=[N:30][N:29]=3)[O:19][N:18]=2)[CH:14]=[CH:15][CH:16]=1. The yield is 0.570.